This data is from Catalyst prediction with 721,799 reactions and 888 catalyst types from USPTO. The task is: Predict which catalyst facilitates the given reaction. Reactant: C(=O)([O-])[OH:2].[Na+].[CH3:6][C:7]1([CH3:31])[CH:16]=[CH:15][C:14]2[C:9](=[CH:10][CH:11]=[C:12]([CH2:17][C:18]([NH:20][CH:21]3[C:30]4[C:25](=[CH:26][CH:27]=[CH:28][CH:29]=4)[CH2:24][CH2:23][CH2:22]3)=[O:19])[CH:13]=2)[O:8]1.ClC1C=C(C=CC=1)C(OO)=O. The catalyst class is: 4. Product: [CH3:6][C:7]1([CH3:31])[CH:16]2[O:2][CH:15]2[C:14]2[CH:13]=[C:12]([CH2:17][C:18]([NH:20][CH:21]3[C:30]4[C:25](=[CH:26][CH:27]=[CH:28][CH:29]=4)[CH2:24][CH2:23][CH2:22]3)=[O:19])[CH:11]=[CH:10][C:9]=2[O:8]1.